Dataset: Forward reaction prediction with 1.9M reactions from USPTO patents (1976-2016). Task: Predict the product of the given reaction. (1) Given the reactants O1C=CC=C1C1C=CC(N2CCN(S(CC(C(C)C)C([NH:25][OH:26])=O)(=O)=O)CC2)=CC=1.[Br:30][C:31]1[CH:36]=[CH:35][C:34]([N:37]2[CH2:42][CH2:41][N:40]([S:43]([CH2:46][C:47]3([C:53](O)=[O:54])[CH2:52][CH2:51][O:50][CH2:49][CH2:48]3)(=[O:45])=[O:44])[CH2:39][CH2:38]2)=[CH:33][CH:32]=1, predict the reaction product. The product is: [OH:26][NH:25][C:53]([C:47]1([CH2:46][S:43]([N:40]2[CH2:39][CH2:38][N:37]([C:34]3[CH:35]=[CH:36][C:31]([Br:30])=[CH:32][CH:33]=3)[CH2:42][CH2:41]2)(=[O:44])=[O:45])[CH2:48][CH2:49][O:50][CH2:51][CH2:52]1)=[O:54]. (2) Given the reactants C([N:3]([CH2:6][CH3:7])[CH2:4]C)C.ClC(Cl)(OC(=O)OC(Cl)(Cl)Cl)Cl.[C:20]([O:23][CH2:24][CH3:25])(=[O:22])[CH3:21].[CH3:26][CH2:27][CH2:28][CH2:29]CC, predict the reaction product. The product is: [CH2:24]([O:23][C:20](=[O:22])[CH2:21][C@H:27]1[CH2:26][CH2:7][C@H:6]([N+:3]#[C-:4])[CH2:29][CH2:28]1)[CH3:25].